This data is from Forward reaction prediction with 1.9M reactions from USPTO patents (1976-2016). The task is: Predict the product of the given reaction. (1) Given the reactants [H-].[Na+:2].CO.[O:5]1[CH2:11][CH:10]([OH:12])[CH2:9][O:8][C:7]2=[CH:13][S:14][CH:15]=[C:6]12.[CH2:16]1[S:20](=[O:22])(=[O:21])[O:19][CH2:18][CH2:17]1, predict the reaction product. The product is: [O:12]1[CH:10]([CH2:11][O:5][CH2:18][CH2:17][CH2:16][S:20]([O-:22])(=[O:21])=[O:19])[CH2:9][O:8][C:7]2=[CH:13][S:14][CH:15]=[C:6]12.[Na+:2]. (2) Given the reactants [CH3:1][N:2]([CH3:22])[CH:3]([C:5]1[CH:14]=[C:13]([O:15]C)[CH:12]=[C:11]2[C:6]=1[C:7]1[CH:21]=[CH:20][CH:19]=[CH:18][C:8]=1[C:9](=[O:17])[O:10]2)[CH3:4].Br.C([O-])(O)=O.[Na+], predict the reaction product. The product is: [CH3:22][N:2]([CH3:1])[CH:3]([C:5]1[CH:14]=[C:13]([OH:15])[CH:12]=[C:11]2[C:6]=1[C:7]1[CH:21]=[CH:20][CH:19]=[CH:18][C:8]=1[C:9](=[O:17])[O:10]2)[CH3:4]. (3) Given the reactants Br[C:2]1[CH:3]=[C:4]([NH:10][C:11]2[CH:15]=[C:14]([CH3:16])[N:13]([CH3:17])[N:12]=2)[C:5](=[O:9])[N:6]([CH3:8])[CH:7]=1.[CH3:18][C:19]1([CH3:35])[C:23]([CH3:25])([CH3:24])[O:22][B:21]([B:21]2[O:22][C:23]([CH3:25])([CH3:24])[C:19]([CH3:35])([CH3:18])[O:20]2)[O:20]1.C([O-])(=O)C.[K+].C(Cl)Cl, predict the reaction product. The product is: [CH3:17][N:13]1[C:14]([CH3:16])=[CH:15][C:11]([NH:10][C:4]2[C:5](=[O:9])[N:6]([CH3:8])[CH:7]=[C:2]([B:21]3[O:22][C:23]([CH3:25])([CH3:24])[C:19]([CH3:35])([CH3:18])[O:20]3)[CH:3]=2)=[N:12]1.